From a dataset of Full USPTO retrosynthesis dataset with 1.9M reactions from patents (1976-2016). Predict the reactants needed to synthesize the given product. Given the product [CH3:1][C:2]1[CH:7]=[CH:6][N:5]=[C:4]([NH:8][C:9]2[S:10][C:13]([CH:14]=[O:15])=[CH:16][N:11]=2)[CH:3]=1, predict the reactants needed to synthesize it. The reactants are: [CH3:1][C:2]1[CH:7]=[CH:6][N:5]=[C:4]([NH:8][C:9]([NH2:11])=[S:10])[CH:3]=1.Br[CH:13]([CH:16]=O)[CH:14]=[O:15].C([O-])(=O)C.[Na+].